Dataset: Reaction yield outcomes from USPTO patents with 853,638 reactions. Task: Predict the reaction yield, written as a fraction of the theoretical maximum amount of product (1.0 means a 100% yield; for example, 0.34 means a 34% yield). The reactants are [NH2:1][CH:2]([C:6]1[CH:11]=[CH:10][C:9]([F:12])=[CH:8][CH:7]=1)[C:3]([OH:5])=[O:4].OS(O)(=O)=O.[CH2:18](O)[CH3:19]. No catalyst specified. The product is [NH2:1][CH:2]([C:6]1[CH:11]=[CH:10][C:9]([F:12])=[CH:8][CH:7]=1)[C:3]([O:5][CH2:18][CH3:19])=[O:4]. The yield is 0.650.